From a dataset of Forward reaction prediction with 1.9M reactions from USPTO patents (1976-2016). Predict the product of the given reaction. (1) Given the reactants [Br:1]Br.[C:3]1([C:9]2[CH:10]=[C:11]3[CH:17]=[CH:16][NH:15][C:12]3=[N:13][CH:14]=2)[CH:8]=[CH:7][CH:6]=[CH:5][CH:4]=1, predict the reaction product. The product is: [Br:1][C:17]1[C:11]2[C:12](=[N:13][CH:14]=[C:9]([C:3]3[CH:4]=[CH:5][CH:6]=[CH:7][CH:8]=3)[CH:10]=2)[NH:15][CH:16]=1. (2) Given the reactants [Cl:1][C:2]1[CH:7]=[CH:6][C:5]([C:8](=O)[CH2:9][C:10]#[N:11])=[CH:4][CH:3]=1.C(O)(=O)C(O)=O.[CH2:19]([NH:21][NH2:22])[CH3:20].Cl.[OH-].[Na+], predict the reaction product. The product is: [Cl:1][C:2]1[CH:7]=[CH:6][C:5]([C:8]2[CH:9]=[C:10]([NH2:11])[N:21]([CH2:19][CH3:20])[N:22]=2)=[CH:4][CH:3]=1. (3) Given the reactants Br[CH2:2][C:3]([C:5]1[CH:10]=[CH:9][CH:8]=[CH:7][CH:6]=1)=O.C([O-])(O)=O.[Na+].[NH2:16][C:17]1[CH:18]=[C:19]([C:24]([Br:27])=[CH:25][N:26]=1)[C:20]([O:22][CH3:23])=[O:21].O, predict the reaction product. The product is: [CH3:23][O:22][C:20]([C:19]1[C:24]([Br:27])=[CH:25][N:26]2[CH:2]=[C:3]([C:5]3[CH:10]=[CH:9][CH:8]=[CH:7][CH:6]=3)[N:16]=[C:17]2[CH:18]=1)=[O:21]. (4) Given the reactants [C:1]1([CH:7]([NH:9][C:10]([C:12]2[S:13][C:14]([C:17]3[CH:22]=[CH:21][N:20]=[C:19]([NH:23][C:24]4[CH:29]=[CH:28][CH:27]=[C:26](Br)[CH:25]=4)[N:18]=3)=[CH:15][CH:16]=2)=[O:11])[CH3:8])[CH:6]=[CH:5][CH:4]=[CH:3][CH:2]=1.[CH3:31][N:32]([CH3:38])[CH:33]1[CH2:37][CH2:36][NH:35][CH2:34]1.C1(P(C2CCCCC2)C2C=CC=CC=2C2C=CC=CC=2N(C)C)CCCCC1, predict the reaction product. The product is: [C:1]1([CH:7]([NH:9][C:10]([C:12]2[S:13][C:14]([C:17]3[CH:22]=[CH:21][N:20]=[C:19]([NH:23][C:24]4[CH:29]=[CH:28][CH:27]=[C:26]([N:35]5[CH2:36][CH2:37][CH:33]([N:32]([CH3:38])[CH3:31])[CH2:34]5)[CH:25]=4)[N:18]=3)=[CH:15][CH:16]=2)=[O:11])[CH3:8])[CH:6]=[CH:5][CH:4]=[CH:3][CH:2]=1. (5) Given the reactants [CH:1]1([CH2:4][O:5][C:6]2[CH:14]=[CH:13][C:9]([C:10]([OH:12])=O)=[CH:8][C:7]=2[C:15]#[C:16][C:17]2[CH:22]=[CH:21][CH:20]=[CH:19][N:18]=2)[CH2:3][CH2:2]1.[CH2:23]1[C:32]2[C:27](=[CH:28][CH:29]=[CH:30][CH:31]=2)[CH2:26][CH2:25][NH:24]1.C(N(CC)CC)C.C1C=CC2N(O)N=NC=2C=1.C(Cl)CCl, predict the reaction product. The product is: [CH:1]1([CH2:4][O:5][C:6]2[CH:14]=[CH:13][C:9]([C:10]([N:24]3[CH2:25][CH2:26][C:27]4[C:32](=[CH:31][CH:30]=[CH:29][CH:28]=4)[CH2:23]3)=[O:12])=[CH:8][C:7]=2[C:15]#[C:16][C:17]2[CH:22]=[CH:21][CH:20]=[CH:19][N:18]=2)[CH2:2][CH2:3]1. (6) Given the reactants FC(F)(F)C([NH:5][C:6]1[CH:11]=[CH:10][CH:9]=[C:8]([C:12]2[C:20]([C:21]3[CH:26]=[CH:25][N:24]=[C:23]([NH:27][C:28]4[CH:33]=[CH:32][CH:31]=[C:30]([F:34])[CH:29]=4)[N:22]=3)=[C:15]3[CH:16]=[CH:17][CH:18]=[CH:19][N:14]3[N:13]=2)[CH:7]=1)=O.[OH-].[Li+], predict the reaction product. The product is: [NH2:5][C:6]1[CH:7]=[C:8]([C:12]2[C:20]([C:21]3[CH:26]=[CH:25][N:24]=[C:23]([NH:27][C:28]4[CH:33]=[CH:32][CH:31]=[C:30]([F:34])[CH:29]=4)[N:22]=3)=[C:15]3[CH:16]=[CH:17][CH:18]=[CH:19][N:14]3[N:13]=2)[CH:9]=[CH:10][CH:11]=1. (7) Given the reactants [C:1]([CH2:3][NH:4][C:5](=[O:12])[C@@H:6]([NH2:11])[CH2:7][CH:8]([CH3:10])[CH3:9])#[N:2].ClC1C=CC=CC=1C1C=CC(C(O)=O)=CC=1.[CH3:29][N:30]1[C:34]2[S:35][C:36]([C:38](O)=[O:39])=[CH:37][C:33]=2[C:32]([C:41]([F:44])([F:43])[F:42])=[N:31]1, predict the reaction product. The product is: [C:1]([CH2:3][NH:4][C:5]([C@@H:6]([NH:11][C:38]([C:36]1[S:35][C:34]2[N:30]([CH3:29])[N:31]=[C:32]([C:41]([F:44])([F:43])[F:42])[C:33]=2[CH:37]=1)=[O:39])[CH2:7][CH:8]([CH3:9])[CH3:10])=[O:12])#[N:2]. (8) The product is: [CH:1]([N:4]1[C:8]([C:9]2[S:10][C:11]3[CH2:12][CH2:13][O:14][C:15]4[CH:22]=[C:21]([C:23]5[CH:24]=[N:25][N:26]([C:28]([CH3:32])([CH3:33])[C:29]([NH2:35])=[O:30])[CH:27]=5)[CH:20]=[CH:19][C:16]=4[C:17]=3[N:18]=2)=[N:7][CH:6]=[N:5]1)([CH3:2])[CH3:3]. Given the reactants [CH:1]([N:4]1[C:8]([C:9]2[S:10][C:11]3[CH2:12][CH2:13][O:14][C:15]4[CH:22]=[C:21]([C:23]5[CH:24]=[N:25][N:26]([C:28]([CH3:33])([CH3:32])[C:29](O)=[O:30])[CH:27]=5)[CH:20]=[CH:19][C:16]=4[C:17]=3[N:18]=2)=[N:7][CH:6]=[N:5]1)([CH3:3])[CH3:2].[Cl-].[NH4+:35], predict the reaction product.